From a dataset of Forward reaction prediction with 1.9M reactions from USPTO patents (1976-2016). Predict the product of the given reaction. (1) Given the reactants O.[OH-].[Li+].[C:4]1([NH:10][C:11]2[C:19]3[CH:18]=[CH:17][C:16](=[O:20])[N:15]([C:21]4[CH:26]=[CH:25][CH:24]=[CH:23][CH:22]=4)[C:14]=3[S:13][C:12]=2[C:27]([O:29]CC)=[O:28])[CH:9]=[CH:8][CH:7]=[CH:6][CH:5]=1, predict the reaction product. The product is: [O:20]=[C:16]1[N:15]([C:21]2[CH:22]=[CH:23][CH:24]=[CH:25][CH:26]=2)[C:14]2[S:13][C:12]([C:27]([O-:29])=[O:28])=[C:11]([NH:10][C:4]3[CH:9]=[CH:8][CH:7]=[CH:6][CH:5]=3)[C:19]=2[CH:18]=[CH:17]1.[NH4+:10]. (2) The product is: [N:1]1([CH:6]2[CH2:11][CH2:10][NH:9][CH2:8][CH2:7]2)[CH:5]=[CH:4][N:3]=[CH:2]1. Given the reactants [N:1]1([CH:6]2[CH2:11][CH2:10][N:9](C(OC(C)(C)C)=O)[CH2:8][CH2:7]2)[CH:5]=[CH:4][N:3]=[CH:2]1.Cl, predict the reaction product. (3) Given the reactants C([O:3][C:4](=[O:23])[CH:5]([NH:15][C:16]([O:18][C:19]([CH3:22])([CH3:21])[CH3:20])=[O:17])[CH2:6][C:7]1[CH:12]=[C:11]([CH3:13])[CH:10]=[CH:9][C:8]=1[F:14])C.[OH-].[Li+].Cl, predict the reaction product. The product is: [C:19]([O:18][C:16]([NH:15][CH:5]([CH2:6][C:7]1[CH:12]=[C:11]([CH3:13])[CH:10]=[CH:9][C:8]=1[F:14])[C:4]([OH:23])=[O:3])=[O:17])([CH3:22])([CH3:21])[CH3:20]. (4) Given the reactants [Cl:1][C:2]1[CH:3]=[C:4]([C:9](=O)[CH2:10][C:11](=O)[C:12]([F:15])([F:14])[F:13])[CH:5]=[CH:6][C:7]=1[F:8].[NH2:18][C:19]1[C:23]([C:24]2[CH:29]=[CH:28][CH:27]=[CH:26][N:25]=2)=[CH:22][NH:21][N:20]=1, predict the reaction product. The product is: [Cl:1][C:2]1[CH:3]=[C:4]([C:9]2[CH:10]=[C:11]([C:12]([F:15])([F:14])[F:13])[N:20]3[N:21]=[CH:22][C:23]([C:24]4[CH:29]=[CH:28][CH:27]=[CH:26][N:25]=4)=[C:19]3[N:18]=2)[CH:5]=[CH:6][C:7]=1[F:8].